Task: Predict the product of the given reaction.. Dataset: Forward reaction prediction with 1.9M reactions from USPTO patents (1976-2016) Given the reactants [Br:1][C:2]1[CH:3]=[CH:4][C:5]2[S:9][C:8]([C:10]3[C:11]([NH:24][C@@H:25]4[CH2:30][CH2:29][CH2:28][N:27](C(OC(C)(C)C)=O)[CH2:26]4)=[N:12][C:13]([N:18]4[CH2:23][CH2:22][O:21][CH2:20][CH2:19]4)=[N:14][C:15]=3[O:16]C)=[N:7][C:6]=2[CH:38]=1.Cl.O, predict the reaction product. The product is: [Br:1][C:2]1[CH:3]=[CH:4][C:5]2[S:9][C:8]([C:10]3[C:15](=[O:16])[NH:14][C:13]([N:18]4[CH2:23][CH2:22][O:21][CH2:20][CH2:19]4)=[N:12][C:11]=3[NH:24][C@@H:25]3[CH2:30][CH2:29][CH2:28][NH:27][CH2:26]3)=[N:7][C:6]=2[CH:38]=1.